From a dataset of Full USPTO retrosynthesis dataset with 1.9M reactions from patents (1976-2016). Predict the reactants needed to synthesize the given product. (1) Given the product [CH:1]1([N:6]2[C:14]3[C:9](=[CH:10][CH:11]=[CH:12][C:13]=3[F:15])[C:8]([C:16]3[CH:17]=[CH:18][C:19]([OH:22])=[CH:20][CH:21]=3)=[N:7]2)[CH2:5][CH2:4][CH2:3][CH2:2]1, predict the reactants needed to synthesize it. The reactants are: [CH:1]1([N:6]2[C:14]3[C:9](=[CH:10][CH:11]=[CH:12][C:13]=3[F:15])[C:8]([C:16]3[CH:21]=[CH:20][C:19]([O:22]C)=[CH:18][CH:17]=3)=[N:7]2)[CH2:5][CH2:4][CH2:3][CH2:2]1.B(Br)(Br)Br.C1CCCCC=1. (2) The reactants are: [OH:1][C:2]1[C:3]2[N:4]([C:9]([C:13]([NH:15][CH2:16][C:17]([NH:22]C(=O)OC(C)(C)C)([CH3:21])[CH2:18][CH2:19][CH3:20])=[O:14])=[C:10]([CH3:12])[N:11]=2)[CH:5]=[C:6]([CH3:8])[CH:7]=1.[F:30][C:31]1[C:38]([CH3:39])=[CH:37][CH:36]=[CH:35][C:32]=1[CH2:33]Br.C(=O)([O-])[O-].[Cs+].[Cs+].[I-].[K+].Cl. Given the product [NH2:22][C:17]([CH3:21])([CH2:18][CH2:19][CH3:20])[CH2:16][NH:15][C:13]([C:9]1[N:4]2[CH:5]=[C:6]([CH3:8])[CH:7]=[C:2]([O:1][CH2:33][C:32]3[CH:35]=[CH:36][CH:37]=[C:38]([CH3:39])[C:31]=3[F:30])[C:3]2=[N:11][C:10]=1[CH3:12])=[O:14], predict the reactants needed to synthesize it.